Dataset: Forward reaction prediction with 1.9M reactions from USPTO patents (1976-2016). Task: Predict the product of the given reaction. (1) Given the reactants P(Cl)(Cl)([Cl:3])=O.[Cl:6][C:7]1[CH:33]=[CH:32][C:10]([CH2:11][N:12]2[C:17]([NH:18][C:19]3[CH:24]=[CH:23][C:22]([O:25][CH:26]([CH3:28])[CH3:27])=[C:21]([F:29])[CH:20]=3)=[N:16][C:15](=O)[NH:14][C:13]2=[O:31])=[CH:9][CH:8]=1, predict the reaction product. The product is: [Cl:3][C:15]1[N:16]=[C:17]([NH:18][C:19]2[CH:24]=[CH:23][C:22]([O:25][CH:26]([CH3:27])[CH3:28])=[C:21]([F:29])[CH:20]=2)[N:12]([CH2:11][C:10]2[CH:9]=[CH:8][C:7]([Cl:6])=[CH:33][CH:32]=2)[C:13](=[O:31])[N:14]=1. (2) The product is: [O:3]1[C:7]2[CH:8]=[CH:9][CH:10]=[CH:11][C:6]=2[N:5]=[C:4]1[NH:12][C:13](=[O:22])[CH:14]([C:15]1[CH:20]=[CH:19][C:18]([F:21])=[CH:17][CH:16]=1)[CH2:31][C:30]1[CH:29]=[CH:28][C:27]([S:24]([CH3:23])(=[O:26])=[O:25])=[CH:34][CH:33]=1. Given the reactants [H-].[Na+].[O:3]1[C:7]2[CH:8]=[CH:9][CH:10]=[CH:11][C:6]=2[N:5]=[C:4]1[NH:12][C:13](=[O:22])[CH2:14][C:15]1[CH:20]=[CH:19][C:18]([F:21])=[CH:17][CH:16]=1.[CH3:23][S:24]([C:27]1[CH:34]=[CH:33][C:30]([CH2:31]Cl)=[CH:29][CH:28]=1)(=[O:26])=[O:25], predict the reaction product. (3) Given the reactants Cl.[NH:2]1[CH2:7][CH2:6][CH:5]([NH:8][C:9]([C:11]2[C:15]([NH:16][C:17](=[O:26])[C:18]3[C:23]([Cl:24])=[CH:22][CH:21]=[CH:20][C:19]=3[Cl:25])=[CH:14][NH:13][N:12]=2)=[O:10])[CH2:4][CH2:3]1.C(=O)(O)[O-].[Na+], predict the reaction product. The product is: [NH:2]1[CH2:7][CH2:6][CH:5]([NH:8][C:9]([C:11]2[C:15]([NH:16][C:17](=[O:26])[C:18]3[C:23]([Cl:24])=[CH:22][CH:21]=[CH:20][C:19]=3[Cl:25])=[CH:14][NH:13][N:12]=2)=[O:10])[CH2:4][CH2:3]1. (4) Given the reactants [Br-].[O:2]([C:4]1[CH:5]=[C:6]([CH:27]=[C:28]([O:32][CH3:33])[C:29]=1[O:30][CH3:31])[CH2:7]P(C1C=CC=CC=1)(C1C=CC=CC=1)C1C=CC=CC=1)[CH3:3].O=[CH:35][C:36]1[CH:44]=[CH:43][C:40]([O:41][CH3:42])=[C:38]([OH:39])[CH:37]=1.[CH3:45][C:46]([CH3:49])([O-])[CH3:47].[K+].O1C[CH2:54][CH2:53][CH2:52]1, predict the reaction product. The product is: [O:32]([C:28]1[CH:27]=[C:6](/[CH:7]=[CH:35]/[C:36]2[CH:44]=[CH:43][C:40]([O:41][CH3:42])=[C:38]([O:39][CH2:45][C:46]3[CH:49]=[CH:54][CH:53]=[CH:52][CH:47]=3)[CH:37]=2)[CH:5]=[C:4]([O:2][CH3:3])[C:29]=1[O:30][CH3:31])[CH3:33]. (5) The product is: [NH2:1][C:4]1[C:9]([C:10]#[N:11])=[C:8]([O:12][CH:13]([CH3:15])[CH3:14])[N:7]=[C:6]([C:16]([NH:18][CH2:19][C:20]2[CH:25]=[C:24]([O:26][CH3:27])[CH:23]=[CH:22][C:21]=2[O:28][CH3:29])=[O:17])[CH:5]=1. Given the reactants [N:1]([C:4]1[C:9]([C:10]#[N:11])=[C:8]([O:12][CH:13]([CH3:15])[CH3:14])[N:7]=[C:6]([C:16]([NH:18][CH2:19][C:20]2[CH:25]=[C:24]([O:26][CH3:27])[CH:23]=[CH:22][C:21]=2[O:28][CH3:29])=[O:17])[CH:5]=1)=[N+]=[N-], predict the reaction product. (6) The product is: [Cl:61][C:59]1[CH:60]=[C:55]([C:42]2[CH:43]=[C:44]3[C:39](=[C:40]([OH:63])[CH:41]=2)[N:38]=[C:37]([C:35]([OH:36])=[O:34])[CH:46]=[C:45]3[OH:47])[CH:56]=[C:57]([Cl:62])[CH:58]=1. Given the reactants COC(=O)C(NC1C=C(Cl)C=C(Cl)C=1OCC1C=CC=CC=1)=CC([O-])=O.C([O:34][C:35]([C:37]1[CH:46]=[C:45]([O:47]CC2C=CC=CC=2)[C:44]2[C:39](=[C:40]([O:63]CC3C=CC=CC=3)[CH:41]=[C:42]([C:55]3[CH:60]=[C:59]([Cl:61])[CH:58]=[C:57]([Cl:62])[CH:56]=3)[CH:43]=2)[N:38]=1)=[O:36])C1C=CC=CC=1, predict the reaction product. (7) Given the reactants [CH:1]1([C:6]2([CH2:14][CH2:15][C:16]3[CH:21]=[CH:20][C:19]([OH:22])=[C:18]([CH2:23][OH:24])[CH:17]=3)[O:11][C:10](=[O:12])[CH2:9][C:8](=[O:13])[CH2:7]2)[CH2:5][CH2:4][CH2:3][CH2:2]1.C1(C2(CCC3C=CC(C(C)(C)C#N)=C(F)C=3)CC(O)=CC(=O)O2)CCCC1.[CH3:52][C:53]1[CH:58]=[C:57]([CH3:59])[N:56]2[N:60]=[C:61]([CH:63]=O)[N:62]=[C:55]2[N:54]=1.C(C1NC(C=O)=C(C)N=1)C, predict the reaction product. The product is: [CH:1]1([C:6]2([CH2:14][CH2:15][C:16]3[CH:21]=[CH:20][C:19]([OH:22])=[C:18]([CH2:23][OH:24])[CH:17]=3)[O:11][C:10](=[O:12])[C:9]([CH2:63][C:61]3[N:62]=[C:55]4[N:54]=[C:53]([CH3:52])[CH:58]=[C:57]([CH3:59])[N:56]4[N:60]=3)=[C:8]([OH:13])[CH2:7]2)[CH2:5][CH2:4][CH2:3][CH2:2]1.